From a dataset of Forward reaction prediction with 1.9M reactions from USPTO patents (1976-2016). Predict the product of the given reaction. (1) Given the reactants [C:1]([C:3]1[C:20]([OH:21])=[C:19]([O:22]C)[CH:18]=[C:17]([C:24]#[N:25])[C:4]=1[CH2:5][C:6]1[CH:11]=[CH:10][C:9]([CH:12]([CH3:16])[C:13]([OH:15])=[O:14])=[CH:8][CH:7]=1)#[N:2].BrC1C(C#N)=C(O)C(OC)=CC=1C#N.CC1(C)C(C)(C)OB(CC2C=CC(C(C)C(O)=O)=CC=2)O1, predict the reaction product. The product is: [C:1]([C:3]1[C:20]([OH:21])=[C:19]([OH:22])[CH:18]=[C:17]([C:24]#[N:25])[C:4]=1[CH2:5][C:6]1[CH:11]=[CH:10][C:9]([CH:12]([CH3:16])[C:13]([OH:15])=[O:14])=[CH:8][CH:7]=1)#[N:2]. (2) Given the reactants [CH2:1]([O:3][C:4](=[O:14])[C:5]1[CH:10]=[CH:9][C:8]([CH2:11]Br)=[C:7]([Br:13])[CH:6]=1)[CH3:2].[C:15]([O:19][C:20](=[O:27])[NH:21][C@@H:22]1[CH2:26][CH2:25][NH:24][CH2:23]1)([CH3:18])([CH3:17])[CH3:16].C(OC(=O)C1C=CC(CN2CC[C@@H](NC(OC(C)(C)C)=O)C2)=C(C(F)(F)F)C=1)C, predict the reaction product. The product is: [CH2:1]([O:3][C:4](=[O:14])[C:5]1[CH:10]=[CH:9][C:8]([CH2:11][N:24]2[CH2:25][CH2:26][C@@H:22]([NH:21][C:20]([O:19][C:15]([CH3:18])([CH3:17])[CH3:16])=[O:27])[CH2:23]2)=[C:7]([Br:13])[CH:6]=1)[CH3:2]. (3) Given the reactants C([N:3]([CH2:6][CH3:7])CC)C.[C:8](Cl)(=[O:15])[C:9]1[CH:14]=[CH:13][CH:12]=[CH:11][CH:10]=1, predict the reaction product. The product is: [C:9]1([C:8]2[O:15][C:10]3[CH:11]=[CH:7][C:6]([NH2:3])=[CH:14][C:9]=3[CH:8]=2)[CH:14]=[CH:13][CH:12]=[CH:11][CH:10]=1. (4) Given the reactants [Br:1][C:2]1[CH:10]=[CH:9][CH:8]=[C:7]2[C:3]=1[CH:4]=[C:5]([C:12]([NH:14][C@H:15]1[CH2:19][N:18](C(OC(C)(C)C)=O)[C@H:17]([C:27]([O:29][CH3:30])=[O:28])[CH2:16]1)=[O:13])[N:6]2[CH3:11].[C:31]([OH:37])([C:33]([F:36])([F:35])[F:34])=[O:32], predict the reaction product. The product is: [F:34][C:33]([F:36])([F:35])[C:31]([OH:37])=[O:32].[Br:1][C:2]1[CH:10]=[CH:9][CH:8]=[C:7]2[C:3]=1[CH:4]=[C:5]([C:12]([NH:14][C@H:15]1[CH2:19][NH:18][C@H:17]([C:27]([O:29][CH3:30])=[O:28])[CH2:16]1)=[O:13])[N:6]2[CH3:11]. (5) Given the reactants BrCCBr.CN(C=O)C.Cl[Si](C)(C)C.I[CH:16]1[CH2:19][N:18]([C:20]([O:22][CH2:23][C:24]2[CH:29]=[CH:28][CH:27]=[CH:26][CH:25]=2)=[O:21])[CH2:17]1.Br[C:31]1[CH:32]=[C:33]2[S:39][C:38]([C:40]([O:42][CH3:43])=[O:41])=[C:37]([NH:44][C:45]([O:47][C:48]([CH3:51])([CH3:50])[CH3:49])=[O:46])[C:34]2=[N:35][CH:36]=1.O1C=CC=C1P(C1OC=CC=1)C1OC=CC=1, predict the reaction product. The product is: [CH2:23]([O:22][C:20]([N:18]1[CH2:19][CH:16]([C:31]2[CH:32]=[C:33]3[S:39][C:38]([C:40]([O:42][CH3:43])=[O:41])=[C:37]([NH:44][C:45]([O:47][C:48]([CH3:51])([CH3:50])[CH3:49])=[O:46])[C:34]3=[N:35][CH:36]=2)[CH2:17]1)=[O:21])[C:24]1[CH:29]=[CH:28][CH:27]=[CH:26][CH:25]=1. (6) Given the reactants [Cl:1][C:2]1[N:7]=[N:6][C:5]([C:8](OCC)=[O:9])=[C:4]([NH:13][C:14]2[CH:19]=[CH:18][CH:17]=[C:16]([O:20][CH2:21][CH3:22])[N:15]=2)[CH:3]=1.CO.[NH3:25], predict the reaction product. The product is: [Cl:1][C:2]1[N:7]=[N:6][C:5]([C:8]([NH2:25])=[O:9])=[C:4]([NH:13][C:14]2[CH:19]=[CH:18][CH:17]=[C:16]([O:20][CH2:21][CH3:22])[N:15]=2)[CH:3]=1. (7) Given the reactants [OH:1][CH2:2][CH2:3][CH2:4][NH:5][C:6](=[O:12])[O:7][C:8]([CH3:11])([CH3:10])[CH3:9].[Cr](Cl)([O-])(=O)=O.[NH+]1C=CC=CC=1, predict the reaction product. The product is: [C:8]([O:7][C:6](=[O:12])[NH:5][CH2:4][CH2:3][CH:2]=[O:1])([CH3:11])([CH3:9])[CH3:10]. (8) Given the reactants [F:1][C:2]1[CH:3]=[C:4]2[C:9](=[C:10]([O:13][CH3:14])[C:11]=1[F:12])[N:8]([C:15]1[CH:20]=[CH:19][C:18]([CH2:21][N:22]3[CH2:26][CH2:25][CH2:24][CH2:23]3)=[CH:17][CH:16]=1)[CH:7]=[C:6]([C:27]([O:29]CC)=[O:28])[C:5]2=[O:32], predict the reaction product. The product is: [F:1][C:2]1[CH:3]=[C:4]2[C:9](=[C:10]([O:13][CH3:14])[C:11]=1[F:12])[N:8]([C:15]1[CH:16]=[CH:17][C:18]([CH2:21][N:22]3[CH2:26][CH2:25][CH2:24][CH2:23]3)=[CH:19][CH:20]=1)[CH:7]=[C:6]([C:27]([OH:29])=[O:28])[C:5]2=[O:32]. (9) Given the reactants [OH-].[Na+].[CH3:3][O:4][C:5]1[CH:6]=[C:7]([CH:10]=[C:11]([O:13][CH3:14])[CH:12]=1)[CH:8]=O.[C:15]([C:18]1[CH:23]=[CH:22][CH:21]=[CH:20][N:19]=1)(=[O:17])[CH3:16], predict the reaction product. The product is: [CH3:3][O:4][C:5]1[CH:6]=[C:7]([CH:10]=[C:11]([O:13][CH3:14])[CH:12]=1)[CH:8]=[C:23]1[CH:22]=[CH:21][CH:20]=[N:19][CH:18]1[C:15](=[O:17])[CH3:16]. (10) Given the reactants [OH:1][C:2]1[CH:19]=[CH:18][C:5]2[CH2:6][CH2:7][N:8]([C:11]([O:13][C:14]([CH3:17])([CH3:16])[CH3:15])=[O:12])[CH2:9][CH2:10][C:4]=2[CH:3]=1.[H-].[Na+].Cl[C:23]1[N:24]=[CH:25][C:26]([C:29]([O:31][CH3:32])=[O:30])=[N:27][CH:28]=1, predict the reaction product. The product is: [CH3:32][O:31][C:29]([C:26]1[N:27]=[CH:28][C:23]([O:1][C:2]2[CH:19]=[CH:18][C:5]3[CH2:6][CH2:7][N:8]([C:11]([O:13][C:14]([CH3:16])([CH3:15])[CH3:17])=[O:12])[CH2:9][CH2:10][C:4]=3[CH:3]=2)=[N:24][CH:25]=1)=[O:30].